Dataset: Forward reaction prediction with 1.9M reactions from USPTO patents (1976-2016). Task: Predict the product of the given reaction. (1) Given the reactants [CH2:1]([C:3]1[NH:4][C:5]2[CH:11]=[CH:10][CH:9]=[CH:8][C:6]=2[N:7]=1)[CH3:2].Cl[C:13]1[N:21]=[C:20]2[C:16]([N:17]=[C:18]([CH2:23][N:24]3[CH2:27][CH:26]([OH:28])[CH2:25]3)[N:19]2[CH3:22])=[C:15]([N:29]2[CH2:34][CH2:33][O:32][CH2:31][CH2:30]2)[N:14]=1, predict the reaction product. The product is: [CH2:1]([C:3]1[N:4]([C:13]2[N:21]=[C:20]3[C:16]([N:17]=[C:18]([CH2:23][N:24]4[CH2:25][CH:26]([OH:28])[CH2:27]4)[N:19]3[CH3:22])=[C:15]([N:29]3[CH2:30][CH2:31][O:32][CH2:33][CH2:34]3)[N:14]=2)[C:5]2[CH:11]=[CH:10][CH:9]=[CH:8][C:6]=2[N:7]=1)[CH3:2]. (2) Given the reactants [OH:1][C@H:2]1[CH2:5][C@H:4]([N:6]2[C:11](=[O:12])[C:10]([CH2:13][C:14]3[CH:19]=[CH:18][C:17]([C:20]4[C:21]([C:26]#[N:27])=[CH:22][CH:23]=[CH:24][CH:25]=4)=[CH:16][CH:15]=3)=[C:9]([CH2:28][CH2:29][CH3:30])[N:8]3[N:31]=[CH:32][N:33]=[C:7]23)[CH2:3]1.[N+](=[CH:36][C:37]([O:39][CH2:40][CH3:41])=[O:38])=[N-], predict the reaction product. The product is: [C:26]([C:21]1[CH:22]=[CH:23][CH:24]=[CH:25][C:20]=1[C:17]1[CH:16]=[CH:15][C:14]([CH2:13][C:10]2[C:11](=[O:12])[N:6]([C@H:4]3[CH2:5][C@H:2]([O:1][CH2:36][C:37]([O:39][CH2:40][CH3:41])=[O:38])[CH2:3]3)[C:7]3[N:8]([N:31]=[CH:32][N:33]=3)[C:9]=2[CH2:28][CH2:29][CH3:30])=[CH:19][CH:18]=1)#[N:27].